This data is from Full USPTO retrosynthesis dataset with 1.9M reactions from patents (1976-2016). The task is: Predict the reactants needed to synthesize the given product. (1) Given the product [C:23]([O:22][C:20]([NH:2][CH2:1][C:3]1[CH:8]=[CH:7][CH:6]=[CH:5][C:4]=1[C:9]1[S:13][C:12]([C:14]([O:16][CH2:17][CH3:18])=[O:15])=[CH:11][CH:10]=1)=[O:19])([CH3:26])([CH3:25])[CH3:24], predict the reactants needed to synthesize it. The reactants are: [C:1]([C:3]1[CH:8]=[CH:7][CH:6]=[CH:5][C:4]=1[C:9]1[S:13][C:12]([C:14]([O:16][CH2:17][CH3:18])=[O:15])=[CH:11][CH:10]=1)#[N:2].[O:19](C(OC(C)(C)C)=O)[C:20]([O:22][C:23]([CH3:26])([CH3:25])[CH3:24])=O. (2) Given the product [Br:1][C:2]1[CH:7]=[CH:6][CH:5]=[CH:4][C:3]=1[CH2:8][C:9]1[N:18]([C:12]2[CH:13]=[CH:14][CH:15]=[CH:16][CH:17]=2)[C:19](=[S:22])[NH:20][N:21]=1, predict the reactants needed to synthesize it. The reactants are: [Br:1][C:2]1[CH:7]=[CH:6][CH:5]=[CH:4][C:3]=1[CH2:8][C:9](O)=O.[C:12]1([NH:18][C:19](=[S:22])[NH:20][NH2:21])[CH:17]=[CH:16][CH:15]=[CH:14][CH:13]=1. (3) Given the product [CH3:1][O:2][C:3]1[CH:10]=[CH:9][C:6]([CH2:7][O:11][C:12]2[CH:20]=[C:19]3[C:15]([CH2:16][CH2:17][C:18]3=[O:21])=[CH:14][CH:13]=2)=[CH:5][CH:4]=1, predict the reactants needed to synthesize it. The reactants are: [CH3:1][O:2][C:3]1[CH:10]=[CH:9][C:6]([CH2:7]Cl)=[CH:5][CH:4]=1.[OH:11][C:12]1[CH:20]=[C:19]2[C:15]([CH2:16][CH2:17][C:18]2=[O:21])=[CH:14][CH:13]=1.C(=O)([O-])[O-].[K+].[K+]. (4) Given the product [NH2:9][C:4]1[C:3]([CH3:17])=[C:2]([OH:1])[CH:7]=[CH:6][C:5]=1[CH3:8], predict the reactants needed to synthesize it. The reactants are: [OH:1][C:2]1[C:3]([CH3:17])=[C:4]([NH:9]C(=O)OC(C)(C)C)[C:5]([CH3:8])=[CH:6][CH:7]=1.C(O)(C(F)(F)F)=O. (5) Given the product [Cl:20][C:18]1[CH:17]=[CH:16][C:11]([C:12]([O:14][CH3:15])=[O:13])=[C:10]([NH:9][C:6]2[CH:7]=[CH:8][C:3]([CH2:2][N:24]3[CH2:29][CH2:28][O:27][CH2:26][CH2:25]3)=[CH:4][C:5]=2[N+:21]([O-:23])=[O:22])[CH:19]=1, predict the reactants needed to synthesize it. The reactants are: Br[CH2:2][C:3]1[CH:8]=[CH:7][C:6]([NH:9][C:10]2[CH:19]=[C:18]([Cl:20])[CH:17]=[CH:16][C:11]=2[C:12]([O:14][CH3:15])=[O:13])=[C:5]([N+:21]([O-:23])=[O:22])[CH:4]=1.[NH:24]1[CH2:29][CH2:28][O:27][CH2:26][CH2:25]1.